This data is from TCR-epitope binding with 47,182 pairs between 192 epitopes and 23,139 TCRs. The task is: Binary Classification. Given a T-cell receptor sequence (or CDR3 region) and an epitope sequence, predict whether binding occurs between them. (1) Result: 0 (the TCR does not bind to the epitope). The TCR CDR3 sequence is CASSPLNEKLFF. The epitope is GTITVEELK. (2) The epitope is FLYALALLL. The TCR CDR3 sequence is CASSPQGGGDGYTF. Result: 1 (the TCR binds to the epitope). (3) The epitope is FTISVTTEIL. The TCR CDR3 sequence is CASSGRDRGISDSPLHF. Result: 0 (the TCR does not bind to the epitope). (4) The epitope is ALSKGVHFV. The TCR CDR3 sequence is CSVDLGVAGGPNTGELFF. Result: 0 (the TCR does not bind to the epitope). (5) The epitope is FIAGLIAIV. The TCR CDR3 sequence is CASSSNSVYEQYF. Result: 1 (the TCR binds to the epitope).